Dataset: CYP3A4 inhibition data for predicting drug metabolism from PubChem BioAssay. Task: Regression/Classification. Given a drug SMILES string, predict its absorption, distribution, metabolism, or excretion properties. Task type varies by dataset: regression for continuous measurements (e.g., permeability, clearance, half-life) or binary classification for categorical outcomes (e.g., BBB penetration, CYP inhibition). Dataset: cyp3a4_veith. The molecule is CN(C)CCNc1nc2c(c(=O)n(C)c(=O)n2C)n1C. The result is 0 (non-inhibitor).